Dataset: Full USPTO retrosynthesis dataset with 1.9M reactions from patents (1976-2016). Task: Predict the reactants needed to synthesize the given product. (1) Given the product [CH2:1]([O:8][C:9]1[C:10]([C:16](=[O:18])[CH3:17])=[N:11][C:12]([Cl:15])=[CH:13][CH:14]=1)[C:2]1[CH:7]=[CH:6][CH:5]=[CH:4][CH:3]=1, predict the reactants needed to synthesize it. The reactants are: [CH2:1]([O:8][C:9]1[C:10]([CH:16]([OH:18])[CH3:17])=[N:11][C:12]([Cl:15])=[CH:13][CH:14]=1)[C:2]1[CH:7]=[CH:6][CH:5]=[CH:4][CH:3]=1.C[N+]1([O-])CCOCC1. (2) Given the product [OH:24][CH2:23][CH2:22][CH2:21][CH2:20][CH2:19][NH:18][C:14](=[O:16])/[CH:13]=[CH:12]/[C:7]1[CH:8]=[CH:9][CH:10]=[CH:11][C:6]=1[S:5][CH2:4][CH2:3][CH:2]([CH3:1])[CH3:17], predict the reactants needed to synthesize it. The reactants are: [CH3:1][CH:2]([CH3:17])[CH2:3][CH2:4][S:5][C:6]1[CH:11]=[CH:10][CH:9]=[CH:8][C:7]=1/[CH:12]=[CH:13]/[C:14]([OH:16])=O.[NH2:18][CH2:19][CH2:20][CH2:21][CH2:22][CH2:23][OH:24]. (3) Given the product [ClH:21].[C@@H:5]12[CH2:6][CH2:7][C@@H:1]1[CH2:2][N:3]([CH2:8][CH2:9][CH2:10][O:11][C:12]1[CH:13]=[CH:14][C:15]([C:16]([NH2:18])=[O:17])=[CH:19][CH:20]=1)[CH2:4]2, predict the reactants needed to synthesize it. The reactants are: [C@@H:1]12[CH2:7][CH2:6][C@@H:5]1[CH2:4][N:3]([CH2:8][CH2:9][CH2:10][O:11][C:12]1[CH:20]=[CH:19][C:15]([C:16]([NH2:18])=[O:17])=[CH:14][CH:13]=1)[CH2:2]2.[ClH:21]. (4) Given the product [OH:1][C:2]1[C:7]([CH3:8])=[C:6]([O:9][CH2:17][CH2:18][CH2:19][CH2:20][CH2:21][N:22]2[C:26]3[CH:27]=[CH:28][CH:29]=[CH:30][C:25]=3[N:24]=[C:23]2[C:31]2[CH:32]=[CH:33][CH:34]=[CH:35][CH:36]=2)[CH:5]=[CH:4][C:3]=1[C:10](=[O:15])[CH2:11][CH:12]([CH3:13])[CH3:14], predict the reactants needed to synthesize it. The reactants are: [OH:1][C:2]1[C:7]([CH3:8])=[C:6]([OH:9])[CH:5]=[CH:4][C:3]=1[C:10](=[O:15])[CH2:11][CH:12]([CH3:14])[CH3:13].Br[CH2:17][CH2:18][CH2:19][CH2:20][CH2:21][N:22]1[C:26]2[CH:27]=[CH:28][CH:29]=[CH:30][C:25]=2[N:24]=[C:23]1[C:31]1[CH:36]=[CH:35][CH:34]=[CH:33][CH:32]=1. (5) Given the product [Br:17][C:8]1[C:9]([OH:15])=[C:10]([C:11]([O:13][CH3:14])=[O:12])[C:4]2[O:3][C:2]([F:1])([F:16])[O:6][C:5]=2[CH:7]=1, predict the reactants needed to synthesize it. The reactants are: [F:1][C:2]1([F:16])[O:6][C:5]2[CH:7]=[CH:8][C:9]([OH:15])=[C:10]([C:11]([O:13][CH3:14])=[O:12])[C:4]=2[O:3]1.[Br:17]Br. (6) Given the product [Br:31][CH2:14][C:13]([C:10]1[CH:11]=[CH:12][C:7]([N:1]2[CH2:6][CH2:5][CH2:4][CH2:3][CH2:2]2)=[CH:8][CH:9]=1)=[O:15], predict the reactants needed to synthesize it. The reactants are: [N:1]1([C:7]2[CH:12]=[CH:11][C:10]([C:13](=[O:15])[CH3:14])=[CH:9][CH:8]=2)[CH2:6][CH2:5][CH2:4][CH2:3][CH2:2]1.C[Si]([N-][Si](C)(C)C)(C)C.[Li+].Cl[Si](C)(C)C.[Br:31]NC(=O)CCC(N)=O. (7) Given the product [Cl:39][C:40]1[CH:41]=[C:42]([C:46]([F:49])=[CH:47][N:48]=1)[C:43]([NH:38][C:33]1[CH:34]=[N:35][CH:36]=[CH:37][C:32]=1[C:26]1[CH:27]=[CH:28][CH:29]=[CH:30][CH:31]=1)=[O:44], predict the reactants needed to synthesize it. The reactants are: C(P1(=O)OP(=O)(CCC)OP(=O)(CCC)O1)CC.C(N(CC)CC)C.[C:26]1([C:32]2[CH:37]=[CH:36][N:35]=[CH:34][C:33]=2[NH2:38])[CH:31]=[CH:30][CH:29]=[CH:28][CH:27]=1.[Cl:39][C:40]1[CH:41]=[C:42]([C:46]([F:49])=[CH:47][N:48]=1)[C:43](O)=[O:44].